Dataset: Reaction yield outcomes from USPTO patents with 853,638 reactions. Task: Predict the reaction yield, written as a fraction of the theoretical maximum amount of product (1.0 means a 100% yield; for example, 0.34 means a 34% yield). (1) The reactants are [CH3:1][C:2]1([CH3:39])[CH2:7][CH2:6][C:5]([C:8]2[CH:13]=[C:12]([CH2:14][CH2:15][S:16](=[O:20])(=[O:19])[NH:17][CH3:18])[CH:11]=[CH:10][C:9]=2[NH:21][C:22]([C:24]2[N:25](COCC[Si](C)(C)C)[CH:26]=[C:27]([C:29]#[N:30])[N:28]=2)=[O:23])=[CH:4][CH2:3]1.CO.C(O)(C(F)(F)F)=O. The product is [CH3:1][C:2]1([CH3:39])[CH2:7][CH2:6][C:5]([C:8]2[CH:13]=[C:12]([CH2:14][CH2:15][S:16](=[O:20])(=[O:19])[NH:17][CH3:18])[CH:11]=[CH:10][C:9]=2[NH:21][C:22]([C:24]2[NH:25][CH:26]=[C:27]([C:29]#[N:30])[N:28]=2)=[O:23])=[CH:4][CH2:3]1. The yield is 0.260. The catalyst is C(Cl)Cl. (2) The reactants are CC1(C)C(C)(C)OB([C:9]2[CH:14]=[CH:13][C:12]([C:15]3[N:16]=[C:17]([C@@H:20]4[CH2:24][CH2:23][CH2:22][N:21]4[C:25]([O:27][C:28]([CH3:31])([CH3:30])[CH3:29])=[O:26])[NH:18][CH:19]=3)=[CH:11][CH:10]=2)O1.I[C:34]1[CH:58]=[CH:57][C:37]2[NH:38][C:39]([C@@H:41]3[CH2:45][CH2:44][CH2:43][N:42]3[C:46](=[O:56])[C@@H:47]([NH:51][C:52](=[O:55])[O:53][CH3:54])[CH:48]([CH3:50])[CH3:49])=[N:40][C:36]=2[CH:35]=1.C(=O)(O)[O-].[Na+]. The catalyst is C(#N)C.C1C=CC(P(C2C=CC=CC=2)[C-]2C=CC=C2)=CC=1.C1C=CC(P(C2C=CC=CC=2)[C-]2C=CC=C2)=CC=1.Cl[Pd]Cl.[Fe+2].C(Cl)Cl. The product is [CH3:54][O:53][C:52]([NH:51][C@@H:47]([CH:48]([CH3:50])[CH3:49])[C:46]([N:42]1[CH2:43][CH2:44][CH2:45][C@H:41]1[C:39]1[NH:38][C:37]2[CH:57]=[CH:58][C:34]([C:9]3[CH:10]=[CH:11][C:12]([C:15]4[N:16]=[C:17]([C@@H:20]5[CH2:24][CH2:23][CH2:22][N:21]5[C:25]([O:27][C:28]([CH3:31])([CH3:30])[CH3:29])=[O:26])[NH:18][CH:19]=4)=[CH:13][CH:14]=3)=[CH:35][C:36]=2[N:40]=1)=[O:56])=[O:55]. The yield is 0.388. (3) The reactants are [N:1]([CH2:4][CH3:5])=[C:2]=[O:3].[CH2:6]([C:8]1[C:16]2[C:11](=[CH:12][C:13]([C:17]3[N:21]([C:22]4[CH:27]=[CH:26][C:25]([S:28]([CH3:31])(=[O:30])=[O:29])=[CH:24][CH:23]=4)[N:20]=[CH:19][CH:18]=3)=[CH:14][CH:15]=2)[NH:10][N:9]=1)[CH3:7].O.C(OCC)(=O)C. The catalyst is N1C=CC=CC=1. The product is [CH2:4]([NH:1][C:2]([N:10]1[C:11]2[C:16](=[CH:15][CH:14]=[C:13]([C:17]3[N:21]([C:22]4[CH:23]=[CH:24][C:25]([S:28]([CH3:31])(=[O:30])=[O:29])=[CH:26][CH:27]=4)[N:20]=[CH:19][CH:18]=3)[CH:12]=2)[C:8]([CH2:6][CH3:7])=[N:9]1)=[O:3])[CH3:5]. The yield is 0.540.